From a dataset of Catalyst prediction with 721,799 reactions and 888 catalyst types from USPTO. Predict which catalyst facilitates the given reaction. (1) Reactant: C([O:3][C:4]1[CH:9]=[CH:8][C:7]([C:10]2[C:15](=[O:16])[N:14]3[CH:17]=[CH:18][S:19][C:13]3=[N:12][C:11]=2[CH3:20])=[CH:6][CH:5]=1)C.[F:21][C:22]([F:26])([F:25])[CH2:23]I.C([O-])([O-])=O.[Cs+].[Cs+]. Product: [CH3:20][C:11]1[N:12]=[C:13]2[S:19][CH:18]=[CH:17][N:14]2[C:15](=[O:16])[C:10]=1[C:7]1[CH:6]=[CH:5][C:4]([O:3][CH2:23][C:22]([F:26])([F:25])[F:21])=[CH:9][CH:8]=1. The catalyst class is: 39. (2) Reactant: Br[CH2:2][CH2:3][CH:4]1[O:8][CH2:7][CH2:6][O:5]1.C(=O)([O-])[O-].[Cs+].[Cs+].CN(C)C(=O)C.[F:21][C:22]1[N:27]=[CH:26][C:25]([OH:28])=[CH:24][CH:23]=1. Product: [O:5]1[CH2:6][CH2:7][O:8][CH:4]1[CH2:3][CH2:2][O:28][C:25]1[CH:24]=[CH:23][C:22]([F:21])=[N:27][CH:26]=1. The catalyst class is: 84.